Dataset: NCI-60 drug combinations with 297,098 pairs across 59 cell lines. Task: Regression. Given two drug SMILES strings and cell line genomic features, predict the synergy score measuring deviation from expected non-interaction effect. (1) Drug 1: C1=CC(=CC=C1CCCC(=O)O)N(CCCl)CCCl. Drug 2: COC1=NC(=NC2=C1N=CN2C3C(C(C(O3)CO)O)O)N. Cell line: ACHN. Synergy scores: CSS=48.4, Synergy_ZIP=0.152, Synergy_Bliss=0.696, Synergy_Loewe=-6.11, Synergy_HSA=1.91. (2) Cell line: SK-MEL-2. Synergy scores: CSS=49.9, Synergy_ZIP=-0.402, Synergy_Bliss=-1.47, Synergy_Loewe=-12.6, Synergy_HSA=2.42. Drug 1: CC1=C2C(C(=O)C3(C(CC4C(C3C(C(C2(C)C)(CC1OC(=O)C(C(C5=CC=CC=C5)NC(=O)OC(C)(C)C)O)O)OC(=O)C6=CC=CC=C6)(CO4)OC(=O)C)OC)C)OC. Drug 2: C1CC(C1)(C(=O)O)C(=O)O.[NH2-].[NH2-].[Pt+2].